From a dataset of Full USPTO retrosynthesis dataset with 1.9M reactions from patents (1976-2016). Predict the reactants needed to synthesize the given product. (1) Given the product [CH3:1][O:2][CH2:3][O:4][C@@H:5]1[CH2:10][CH2:9][CH2:8][C@H:7]([CH2:11][OH:12])[CH2:6]1, predict the reactants needed to synthesize it. The reactants are: [CH3:1][O:2][CH2:3][O:4][C@@H:5]1[CH2:10][CH2:9][CH2:8][C@H:7]([C:11](OC)=[O:12])[CH2:6]1.[H-].[H-].[H-].[H-].[Li+].[Al+3].[OH-].[Na+].[O-]S([O-])(=O)=O.[Mg+2]. (2) Given the product [O:35]=[C:33]([CH3:34])[CH2:32][CH2:31][CH2:30][S:6][C:7]1[N:8]([C:17]2[CH:18]=[CH:19][C:20]([O:23][CH2:24][C:25]([F:28])([F:27])[F:26])=[CH:21][CH:22]=2)[C:9](=[O:16])[C:10]2[NH:15][CH:14]=[CH:13][C:11]=2[N:12]=1, predict the reactants needed to synthesize it. The reactants are: C(=O)([O-])O.[Na+].[S:6]=[C:7]1[NH:12][C:11]2[CH:13]=[CH:14][NH:15][C:10]=2[C:9](=[O:16])[N:8]1[C:17]1[CH:22]=[CH:21][C:20]([O:23][CH2:24][C:25]([F:28])([F:27])[F:26])=[CH:19][CH:18]=1.Cl[CH2:30][CH2:31][CH2:32][C:33](=[O:35])[CH3:34].CN(C)C=O. (3) Given the product [C:1]([O:5][C:6]([N:8]([C:13]1[CH:26]=[CH:25][C:16]2[N:17]([CH2:21][C:22]([O:24][C@H:35]([C:37]3[CH:42]=[CH:41][C:40]([O:43][CH:44]([F:45])[F:46])=[C:39]([O:47][CH2:48][CH:49]4[CH2:50][CH2:51]4)[CH:38]=3)[CH2:34][C:33]3[C:32]([Cl:52])=[CH:31][N+:30]([O-:53])=[CH:29][C:28]=3[Cl:27])=[O:23])[C:18](=[O:20])[O:19][C:15]=2[CH:14]=1)[S:9]([CH3:12])(=[O:10])=[O:11])=[O:7])([CH3:4])([CH3:2])[CH3:3], predict the reactants needed to synthesize it. The reactants are: [C:1]([O:5][C:6]([N:8]([C:13]1[CH:26]=[CH:25][C:16]2[N:17]([CH2:21][C:22]([OH:24])=[O:23])[C:18](=[O:20])[O:19][C:15]=2[CH:14]=1)[S:9]([CH3:12])(=[O:11])=[O:10])=[O:7])([CH3:4])([CH3:3])[CH3:2].[Cl:27][C:28]1[CH:29]=[N+:30]([O-:53])[CH:31]=[C:32]([Cl:52])[C:33]=1[CH2:34][C@@H:35]([C:37]1[CH:42]=[CH:41][C:40]([O:43][CH:44]([F:46])[F:45])=[C:39]([O:47][CH2:48][CH:49]2[CH2:51][CH2:50]2)[CH:38]=1)O.C(Cl)CCl. (4) Given the product [O:13]=[C:3]1[C:4]2[C:9](=[CH:8][CH:7]=[CH:6][CH:5]=2)[C:10](=[O:12])[CH:11]=[C:2]1[NH:18][CH2:19][C:20]1[CH:21]=[CH:22][C:23]([C:24]([O:26][CH3:27])=[O:25])=[CH:28][CH:29]=1, predict the reactants needed to synthesize it. The reactants are: Br[C:2]1[C:3](=[O:13])[C:4]2[C:9]([C:10](=[O:12])[CH:11]=1)=[CH:8][CH:7]=[CH:6][CH:5]=2.CCO.Cl.[NH2:18][CH2:19][C:20]1[CH:29]=[CH:28][C:23]([C:24]([O:26][CH3:27])=[O:25])=[CH:22][CH:21]=1.C([O-])([O-])=O.[K+].[K+]. (5) Given the product [C:3]([O:26][C@@H:20]([C:4]1[C:3]([CH3:27])=[C:2]([F:1])[C:11]2[C:6](=[CH:7][CH:8]=[CH:9][CH:10]=2)[C:5]=1[O:12][S:13]([C:16]([F:17])([F:19])[F:18])(=[O:14])=[O:15])[C:21]([O:23][CH2:24][CH3:25])=[O:22])([CH3:27])([CH3:4])[CH3:2], predict the reactants needed to synthesize it. The reactants are: [F:1][C:2]1[C:11]2[C:6](=[CH:7][CH:8]=[CH:9][CH:10]=2)[C:5]([O:12][S:13]([C:16]([F:19])([F:18])[F:17])(=[O:15])=[O:14])=[C:4]([C@H:20]([OH:26])[C:21]([O:23][CH2:24][CH3:25])=[O:22])[C:3]=1[CH3:27].Cl(O)(=O)(=O)=O.C([O-])(O)=O.[Na+]. (6) Given the product [F:27][C:22]1[CH:23]=[CH:24][CH:25]=[CH:26][C:21]=1[N:20]1[C:16]([C:11]2[CH:12]=[CH:13][CH:14]=[CH:15][C:10]=2[C:5]2[CH:6]=[CH:7][CH:8]=[CH:9][C:4]=2[O:3][CH2:29][C:30]([NH2:32])=[O:31])=[N:17][N:18]=[N:19]1, predict the reactants needed to synthesize it. The reactants are: C([O:3][C:4]1[CH:9]=[CH:8][CH:7]=[CH:6][C:5]=1[C:10]1[CH:15]=[CH:14][CH:13]=[CH:12][C:11]=1[C:16]1[N:20]([C:21]2[CH:26]=[CH:25][CH:24]=[CH:23][C:22]=2[F:27])[N:19]=[N:18][N:17]=1)C.Br[CH2:29][C:30]([NH2:32])=[O:31]. (7) Given the product [CH:1]([C:7]1[CH:15]=[CH:14][CH:13]=[C:12]([CH:1]([CH2:3][CH3:4])[CH3:2])[C:8]=1[C:9]([OH:11])=[O:10])([CH2:3][CH3:4])[CH3:2], predict the reactants needed to synthesize it. The reactants are: [CH:1]([Li])([CH2:3][CH3:4])[CH3:2].F[C:7]1[CH:15]=[CH:14][CH:13]=[C:12](F)[C:8]=1[C:9]([OH:11])=[O:10].O. (8) Given the product [CH3:28][C:25]1[CH:26]=[CH:27][C:22]([S:19]([N:5]([C@H:6]([C:16]([OH:18])=[O:17])[CH2:7][CH2:8][CH2:9][CH2:10][NH:11][C:12]([CH2:13][NH:38][C:39]2[CH:44]=[CH:43][CH:42]=[CH:41][CH:40]=2)=[O:15])[CH2:1][CH:2]([CH3:4])[CH3:3])(=[O:21])=[O:20])=[CH:23][CH:24]=1, predict the reactants needed to synthesize it. The reactants are: [CH2:1]([N:5]([S:19]([C:22]1[CH:27]=[CH:26][C:25]([CH3:28])=[CH:24][CH:23]=1)(=[O:21])=[O:20])[C@H:6]([C:16]([OH:18])=[O:17])[CH2:7][CH2:8][CH2:9][CH2:10][NH:11][C:12](=[O:15])[CH2:13]I)[CH:2]([CH3:4])[CH3:3].CCN(C(C)C)C(C)C.[NH2:38][C:39]1[CH:44]=[CH:43][CH:42]=[CH:41][CH:40]=1.